From a dataset of HIV replication inhibition screening data with 41,000+ compounds from the AIDS Antiviral Screen. Binary Classification. Given a drug SMILES string, predict its activity (active/inactive) in a high-throughput screening assay against a specified biological target. (1) The result is 1 (active). The compound is O=C(Nc1ccc(C=Cc2ccc(NC(=O)c3cc(S(=O)(=O)O)c4cccnc4c3O)cc2S(=O)(=O)O)c(S(=O)(=O)O)c1)Nc1ccc(C=Cc2ccc(NC(=O)c3cc(S(=O)(=O)O)c4cccnc4c3O)cc2S(=O)(=O)O)c(S(=O)(=O)O)c1.[NaH]. (2) The result is 0 (inactive). The drug is COc1ccc(CC2COC(=O)C2Cc2ccc(O)cc2)cc1OC. (3) The drug is O=C1C(=Cc2ccccc2Cl)CCc2ccccc21. The result is 0 (inactive). (4) The molecule is CC(C)(C)OC(=O)N(CCCN)CCCCN(CCCN)C(=O)OC(C)(C)C. The result is 0 (inactive). (5) The compound is COC(=O)C(C(=O)C(=O)Nc1ccc(C)cc1C)c1csc(-n2nc(-c3ccccc3)cc2-c2ccccc2)n1. The result is 0 (inactive). (6) The drug is COc1cc(C2c3cc4c(cc3C(N)C3COC(=O)C23)OCO4)cc(OC)c1O. The result is 0 (inactive). (7) The drug is COc1cc(OC)c2nc3ccccc3c(NCCC[N+](C)(C)O)c2c1[N+](=O)[O-].Cl.[Cl-]. The result is 0 (inactive). (8) The molecule is Cc1cc(C)nc(NS(=O)(=O)c2ccc(Nc3c4ccccc4nc4c(C(=O)Nc5ccc(S(=O)(=O)Nc6cc(C)on6)cc5)ccc(Cl)c34)cc2)n1. The result is 0 (inactive). (9) The compound is COc1ccc(C(=O)Sc2ccccc2C(=O)Nc2ccc(S(=O)(=O)NC(C)=O)cc2)cc1. The result is 1 (active). (10) The drug is CCc1n[nH]c(=O)n1NC(=O)C=CC(=O)O. The result is 0 (inactive).